From a dataset of Full USPTO retrosynthesis dataset with 1.9M reactions from patents (1976-2016). Predict the reactants needed to synthesize the given product. (1) Given the product [CH3:1][C:2]1([CH3:23])[O:6][CH:5]([CH2:7][C:8]2[CH:9]=[C:10]([CH:16]3[CH2:17][CH2:18][N:19]([CH3:22])[CH2:20][CH2:21]3)[CH:11]=[CH:12][C:13]=2[O:14][CH3:15])[CH2:4][O:3]1, predict the reactants needed to synthesize it. The reactants are: [CH3:1][C:2]1([CH3:23])[O:6][CH:5]([CH2:7][C:8]2[CH:9]=[C:10]([C:16]3[CH2:17][CH2:18][N:19]([CH3:22])[CH2:20][CH:21]=3)[CH:11]=[CH:12][C:13]=2[O:14][CH3:15])[CH2:4][O:3]1. (2) Given the product [CH3:10][N:7]1[C:6](=[O:11])[C:5]2[CH:12]=[CH:13][C:2]([O:14][C:15]3[CH:16]=[C:17]([CH:28]=[C:29]([O:31][C@H:32]4[CH2:36][CH2:35][O:34][CH2:33]4)[CH:30]=3)[C:18]([NH:20][C:21]3[CH:26]=[N:25][C:24]([CH3:27])=[CH:23][N:22]=3)=[O:19])=[CH:3][C:4]=2[O:9][CH2:8]1, predict the reactants needed to synthesize it. The reactants are: F[C:2]1[CH:13]=[CH:12][C:5]2[C:6](=[O:11])[N:7]([CH3:10])[CH2:8][O:9][C:4]=2[CH:3]=1.[OH:14][C:15]1[CH:16]=[C:17]([CH:28]=[C:29]([O:31][C@H:32]2[CH2:36][CH2:35][O:34][CH2:33]2)[CH:30]=1)[C:18]([NH:20][C:21]1[CH:26]=[N:25][C:24]([CH3:27])=[CH:23][N:22]=1)=[O:19]. (3) Given the product [CH3:29][O:30][C@H:31]1[C@@H:36]([NH:1][C@@H:2]2[CH2:12][C@H:5]3[CH2:6][N:7]([C:9]([NH2:11])=[O:10])[CH2:8][C@@:4]3([C:13]([N:15]3[CH2:24][CH2:23][C:22]4[C:17](=[CH:18][C:19]([C:25]([F:28])([F:27])[F:26])=[CH:20][CH:21]=4)[CH2:16]3)=[O:14])[CH2:3]2)[CH2:35][CH2:34][O:33][CH2:32]1, predict the reactants needed to synthesize it. The reactants are: [NH2:1][C@@H:2]1[CH2:12][C@H:5]2[CH2:6][N:7]([C:9]([NH2:11])=[O:10])[CH2:8][C@@:4]2([C:13]([N:15]2[CH2:24][CH2:23][C:22]3[C:17](=[CH:18][C:19]([C:25]([F:28])([F:27])[F:26])=[CH:20][CH:21]=3)[CH2:16]2)=[O:14])[CH2:3]1.[CH3:29][O:30][CH:31]1[C:36](=O)[CH2:35][CH2:34][O:33][CH2:32]1.C(O[BH-](OC(=O)C)OC(=O)C)(=O)C.[Na+]. (4) Given the product [Cl:1][C:2]1[CH:22]=[CH:21][C:5]2[N:6]([CH2:17][CH2:18][C:19]([OH:29])=[O:20])[C:7](=[O:16])[CH:8]([C:10]3[CH:11]=[CH:12][CH:13]=[CH:14][CH:15]=3)[O:9][C:4]=2[CH:3]=1, predict the reactants needed to synthesize it. The reactants are: [Cl:1][C:2]1[CH:22]=[CH:21][C:5]2[N:6]([CH2:17][CH2:18][CH:19]=[O:20])[C:7](=[O:16])[CH:8]([C:10]3[CH:15]=[CH:14][CH:13]=[CH:12][CH:11]=3)[O:9][C:4]=2[CH:3]=1.CC(=CC)C.P([O-])(O)(O)=[O:29].[Na+].Cl([O-])=O.[Na+]. (5) Given the product [C:1]([C:3]1[CH:4]=[C:5]([CH:10]=[CH:11][C:12]=1[O:13][CH:17]([CH3:18])[CH3:16])[C:6]([O:8][CH3:9])=[O:7])#[N:2], predict the reactants needed to synthesize it. The reactants are: [C:1]([C:3]1[CH:4]=[C:5]([CH:10]=[CH:11][C:12]=1[OH:13])[C:6]([O:8][CH3:9])=[O:7])#[N:2].ClN1C(=O)[CH2:18][CH2:17][C:16]1=O. (6) Given the product [F:12][CH:11]([F:13])[C:5]1[C:6]([C:8]([O:10][CH2:31][CH3:32])=[O:9])=[CH:7][N:3]([C:1]2[N:20]=[CH:19][C:18]([F:21])=[CH:17][N:16]=2)[N:4]=1, predict the reactants needed to synthesize it. The reactants are: [CH2:1]([N:3]1[CH:7]=[C:6]([C:8]([OH:10])=[O:9])[C:5]([CH:11]([F:13])[F:12])=[N:4]1)C.ClC1[N:20]=[CH:19][C:18]([F:21])=[CH:17][N:16]=1.C([O-])([O-])=O.[K+].[K+].O.CN1C(=O)C[CH2:32][CH2:31]1. (7) Given the product [Br:11][CH2:1][C:2]1[CH:10]=[CH:9][C:5]2[O:6][CH:7]=[CH:8][C:4]=2[CH:3]=1, predict the reactants needed to synthesize it. The reactants are: [CH3:1][C:2]1[CH:10]=[CH:9][C:5]2[O:6][CH:7]=[CH:8][C:4]=2[CH:3]=1.[Br:11]N1C(=O)CCC1=O.BrCC1C=CC2SC=CC=2C=1.CC1C=CC2SC=CC=2C=1. (8) Given the product [N:17]1[CH:22]=[CH:21][CH:20]=[CH:19][C:18]=1[CH:23]=[CH:11][C:12]([O:14][CH2:15][CH3:16])=[O:13], predict the reactants needed to synthesize it. The reactants are: [H-].[Na+].C(OP([CH2:11][C:12]([O:14][CH2:15][CH3:16])=[O:13])(OCC)=O)C.[N:17]1[CH:22]=[CH:21][CH:20]=[CH:19][C:18]=1[CH:23]=O.C(O)(=O)C. (9) Given the product [Cl:11][C:9]1[N:10]=[C:3]2[C:2]([NH:19][CH2:18][C:17]3[CH:20]=[CH:21][CH:22]=[CH:23][C:16]=3[S:13]([CH3:12])(=[O:15])=[O:14])=[CH:7][CH:6]=[CH:5][N:4]2[N:8]=1, predict the reactants needed to synthesize it. The reactants are: Br[C:2]1[C:3]2[N:4]([N:8]=[C:9]([Cl:11])[N:10]=2)[CH:5]=[CH:6][CH:7]=1.[CH3:12][S:13]([C:16]1[CH:23]=[CH:22][CH:21]=[CH:20][C:17]=1[CH2:18][NH2:19])(=[O:15])=[O:14].Cl.